From a dataset of Catalyst prediction with 721,799 reactions and 888 catalyst types from USPTO. Predict which catalyst facilitates the given reaction. (1) Reactant: [CH3:1][C:2]1[CH:6]=[C:5]([C:7]2[CH:12]=[C:11]([O:13][C:14]3[CH:15]=[CH:16][C:17]([NH:20]C(=O)OC(C)(C)C)=[N:18][CH:19]=3)[CH:10]=[CH:9][N:8]=2)[O:4][N:3]=1.Cl. Product: [CH3:1][C:2]1[CH:6]=[C:5]([C:7]2[CH:12]=[C:11]([O:13][C:14]3[CH:15]=[CH:16][C:17]([NH2:20])=[N:18][CH:19]=3)[CH:10]=[CH:9][N:8]=2)[O:4][N:3]=1. The catalyst class is: 1. (2) Reactant: [CH3:1][S:2](Cl)(=[O:4])=[O:3].[CH2:6]([CH:13]1[N:18]([CH3:19])[C:17](=[O:20])[CH:16]([CH:21]([OH:31])[C:22]2[CH:27]=[CH:26][CH:25]=[CH:24][C:23]=2[N+:28]([O-:30])=[O:29])[N:15]([CH3:32])[C:14]1=[O:33])[C:7]1[CH:12]=[CH:11][CH:10]=[CH:9][CH:8]=1. Product: [CH3:1][S:2]([O:31][CH:21]([CH:16]1[C:17](=[O:20])[N:18]([CH3:19])[CH:13]([CH2:6][C:7]2[CH:12]=[CH:11][CH:10]=[CH:9][CH:8]=2)[C:14](=[O:33])[N:15]1[CH3:32])[C:22]1[CH:27]=[CH:26][CH:25]=[CH:24][C:23]=1[N+:28]([O-:30])=[O:29])(=[O:4])=[O:3]. The catalyst class is: 377. (3) Reactant: [Cl:1][CH2:2][CH2:3][CH2:4][NH:5][CH2:6][C:7]([F:10])([F:9])[F:8].ClCCl.Cl[C:15]([O:17][C:18]1[CH:23]=[CH:22][CH:21]=[CH:20][CH:19]=1)=[O:16]. Product: [Cl:1][CH2:2][CH2:3][CH2:4][N:5]([CH2:6][C:7]([F:10])([F:9])[F:8])[C:15](=[O:16])[O:17][C:18]1[CH:23]=[CH:22][CH:21]=[CH:20][CH:19]=1. The catalyst class is: 17. (4) Reactant: [CH3:1][Li].[CH3:3][CH:4]([CH2:8][C:9]1[CH:14]=[CH:13][CH:12]=[CH:11][CH:10]=1)[C:5]([OH:7])=O. Product: [CH3:3][CH:4]([CH2:8][C:9]1[CH:14]=[CH:13][CH:12]=[CH:11][CH:10]=1)[C:5](=[O:7])[CH3:1]. The catalyst class is: 28. (5) Reactant: Br[C:2]1(Br)[C:10]2[C:5](=[N:6][CH:7]=[CH:8][CH:9]=2)[N:4]([CH2:11][O:12][CH2:13][CH2:14][Si:15]([CH3:18])([CH3:17])[CH3:16])[C:3]1=[O:19]. Product: [CH3:16][Si:15]([CH3:18])([CH3:17])[CH2:14][CH2:13][O:12][CH2:11][N:4]1[C:5]2=[N:6][CH:7]=[CH:8][CH:9]=[C:10]2[CH2:2][C:3]1=[O:19]. The catalyst class is: 324. (6) Reactant: [F:1][C:2]1[CH:3]=[C:4]([CH:26]=[CH:27][C:28]=1[F:29])[C:5]([NH:7][C@H:8]1[CH2:13][CH2:12][C@@H:11]([NH:14][C:15]2[CH:24]=[C:23]([CH3:25])[C:22]3[C:17](=[CH:18][CH:19]=[CH:20][CH:21]=3)[N:16]=2)[CH2:10][CH2:9]1)=[O:6].[S:30]([OH:34])([CH3:33])(=[O:32])=[O:31]. Product: [CH3:33][S:30]([OH:34])(=[O:32])=[O:31].[F:1][C:2]1[CH:3]=[C:4]([CH:26]=[CH:27][C:28]=1[F:29])[C:5]([NH:7][C@H:8]1[CH2:13][CH2:12][C@@H:11]([NH:14][C:15]2[CH:24]=[C:23]([CH3:25])[C:22]3[C:17](=[CH:18][CH:19]=[CH:20][CH:21]=3)[N:16]=2)[CH2:10][CH2:9]1)=[O:6]. The catalyst class is: 14. (7) Reactant: C[O:2][C:3]([C:5]1[CH:6]=[C:7]([Cl:36])[CH:8]=[C:9]2[C:14]=1[NH:13][CH:12]([C:15]1[CH:20]=[CH:19][CH:18]=[C:17]([N:21]3[CH2:26][CH2:25][N:24]([C:27]4[CH:32]=[CH:31][CH:30]=[CH:29][C:28]=4[CH3:33])[CH2:23][CH2:22]3)[CH:16]=1)[C:11]([CH3:35])([CH3:34])[CH2:10]2)=[O:4].O.[OH-].[Li+].O.Cl. Product: [Cl:36][C:7]1[CH:8]=[C:9]2[C:14](=[C:5]([C:3]([OH:4])=[O:2])[CH:6]=1)[NH:13][CH:12]([C:15]1[CH:20]=[CH:19][CH:18]=[C:17]([N:21]3[CH2:22][CH2:23][N:24]([C:27]4[CH:32]=[CH:31][CH:30]=[CH:29][C:28]=4[CH3:33])[CH2:25][CH2:26]3)[CH:16]=1)[C:11]([CH3:35])([CH3:34])[CH2:10]2. The catalyst class is: 111. (8) Reactant: [Cl:1][C:2]1[CH:28]=[C:27]([N+:29]([O-:31])=[O:30])[CH:26]=[C:25]([Cl:32])[C:3]=1[O:4][C:5]1[CH:6]=[CH:7][C:8]([O:23]C)=[C:9]([CH:22]=1)[C:10]([NH:12][CH2:13][CH2:14][CH2:15][CH2:16][CH2:17][CH2:18][CH2:19][CH2:20][CH3:21])=[O:11].B(Br)(Br)Br. Product: [Cl:1][C:2]1[CH:28]=[C:27]([N+:29]([O-:31])=[O:30])[CH:26]=[C:25]([Cl:32])[C:3]=1[O:4][C:5]1[CH:6]=[CH:7][C:8]([OH:23])=[C:9]([CH:22]=1)[C:10]([NH:12][CH2:13][CH2:14][CH2:15][CH2:16][CH2:17][CH2:18][CH2:19][CH2:20][CH3:21])=[O:11]. The catalyst class is: 2.